Dataset: Forward reaction prediction with 1.9M reactions from USPTO patents (1976-2016). Task: Predict the product of the given reaction. (1) Given the reactants [Br:1][C:2]1[C:3]([C:16](OC)=[O:17])=[C:4]2[C:9](=[C:10]([CH3:12])[CH:11]=1)[NH:8][C:7]([CH3:14])([CH3:13])[CH2:6][CH:5]2[CH3:15].[H-].[Al+3].[Li+].[H-].[H-].[H-], predict the reaction product. The product is: [Br:1][C:2]1[C:3]([CH2:16][OH:17])=[C:4]2[C:9](=[C:10]([CH3:12])[CH:11]=1)[NH:8][C:7]([CH3:13])([CH3:14])[CH2:6][CH:5]2[CH3:15]. (2) The product is: [NH2:1][C:2]1[C:3]2[N:14]([CH2:15][O:16][CH2:17][C:18]3[CH:23]=[CH:22][CH:21]=[CH:20][CH:19]=3)[C:24]([CH3:25])=[C:12]([C:34]#[C:33][CH2:32][CH2:31][OH:38])[C:4]=2[N:5]=[C:6]([CH2:8][CH2:9][CH2:10][CH3:11])[N:7]=1. Given the reactants [NH2:1][C:2]1[C:3]2[N:14]([CH2:15][O:16][CH2:17][C:18]3[CH:23]=[CH:22][CH:21]=[CH:20][CH:19]=3)C=[C:12]([C:24]#[C:25]CCCCO)[C:4]=2[N:5]=[C:6]([CH2:8][CH2:9][CH2:10][CH3:11])[N:7]=1.[CH2:31]([O:38]CN1C2C(N)=NC(COCC)=NC=2C(I)=C1)[C:32]1C=CC=[CH:34][CH:33]=1.C(O)CC#C, predict the reaction product. (3) Given the reactants [Br:1][C:2]1[CH:3]=[CH:4][C:5]([NH:11][CH:12]2[CH2:17][CH2:16][O:15][CH2:14][CH2:13]2)=[C:6]([CH:10]=1)[C:7]([OH:9])=O.[CH2:18]([NH2:29])[C:19]1[CH:28]=[CH:27][C:24]([O:25][CH3:26])=[C:21]([O:22][CH3:23])[CH:20]=1.CCN(C(C)C)C(C)C.CN(C(ON1N=NC2C=CC=CC1=2)=[N+](C)C)C.F[P-](F)(F)(F)(F)F, predict the reaction product. The product is: [Br:1][C:2]1[CH:3]=[CH:4][C:5]([NH:11][CH:12]2[CH2:17][CH2:16][O:15][CH2:14][CH2:13]2)=[C:6]([CH:10]=1)[C:7]([NH:29][CH2:18][C:19]1[CH:28]=[CH:27][C:24]([O:25][CH3:26])=[C:21]([O:22][CH3:23])[CH:20]=1)=[O:9]. (4) Given the reactants Cl[C:2]1[CH:7]=[C:6]([Cl:8])[N:5]=[CH:4][C:3]=1[CH2:9][N:10]([C:19]1[C:24]([F:25])=[C:23]([O:26][CH3:27])[CH:22]=[C:21]([O:28][CH3:29])[C:20]=1[F:30])[C:11](=[O:18])[CH2:12][C:13]([O:15][CH2:16][CH3:17])=[O:14].[H-].[Na+].[NH4+].[Cl-], predict the reaction product. The product is: [Cl:8][C:6]1[CH:7]=[C:2]2[C:3](=[CH:4][N:5]=1)[CH2:9][N:10]([C:19]1[C:24]([F:25])=[C:23]([O:26][CH3:27])[CH:22]=[C:21]([O:28][CH3:29])[C:20]=1[F:30])[C:11](=[O:18])[CH:12]2[C:13]([O:15][CH2:16][CH3:17])=[O:14]. (5) Given the reactants C[O-].[Na+].C([O:7][C@@H:8]1[C@@H:29]([O:30]C(=O)C)[C@H:28]([O:34]C(=O)C)[C@@H:27]([CH2:38][O:39]C(=O)C)[O:26][C@H:9]1[O:10][C:11]1[CH:16]=[CH:15][CH:14]=[CH:13][C:12]=1[CH2:17][C:18]1[CH:23]=[CH:22][C:21]([O:24][CH3:25])=[CH:20][CH:19]=1)(=O)C, predict the reaction product. The product is: [O:10]([C:11]1[CH:16]=[CH:15][CH:14]=[CH:13][C:12]=1[CH2:17][C:18]1[CH:19]=[CH:20][C:21]([O:24][CH3:25])=[CH:22][CH:23]=1)[C@@H:9]1[O:26][C@H:27]([CH2:38][OH:39])[C@@H:28]([OH:34])[C@H:29]([OH:30])[C@H:8]1[OH:7]. (6) The product is: [C:16]1([CH3:28])[CH:21]=[C:20]([CH3:22])[CH:19]=[C:18]([CH3:23])[C:17]=1[S:24]([N:8]1[CH:9]=[C:10]([CH:12]=[O:13])[N:11]=[C:7]1[C:1]1[CH:2]=[CH:3][CH:4]=[CH:5][CH:6]=1)(=[O:25])=[O:26]. Given the reactants [C:1]1([C:7]2[NH:8][CH:9]=[C:10]([CH:12]=[O:13])[N:11]=2)[CH:6]=[CH:5][CH:4]=[CH:3][CH:2]=1.[H-].[Na+].[C:16]1([CH3:28])[CH:21]=[C:20]([CH3:22])[CH:19]=[C:18]([CH3:23])[C:17]=1[S:24](Cl)(=[O:26])=[O:25].O, predict the reaction product. (7) Given the reactants Cl.[F:2][C:3]1[CH:8]=[CH:7][C:6]([C:9]2[C:14]([C:15]3[CH:20]=[CH:19][N:18]=[C:17]([O:21]C)[N:16]=3)=[CH:13][CH:12]=[CH:11][N:10]=2)=[CH:5][C:4]=1[CH3:23], predict the reaction product. The product is: [F:2][C:3]1[CH:8]=[CH:7][C:6]([C:9]2[C:14]([C:15]3[NH:16][C:17](=[O:21])[N:18]=[CH:19][CH:20]=3)=[CH:13][CH:12]=[CH:11][N:10]=2)=[CH:5][C:4]=1[CH3:23]. (8) Given the reactants [C:1]([O:5][C:6](=[O:42])[CH2:7][CH2:8][C:9]1[CH:14]=[CH:13][C:12]([O:15][CH2:16][CH2:17][C:18]2[N:19]=[C:20]([C:24]3[CH:29]=[CH:28][C:27](Br)=[CH:26][CH:25]=3)[O:21][C:22]=2[CH3:23])=[CH:11][C:10]=1[CH2:31][O:32][C:33](=[O:41])[NH:34][CH:35]1[CH2:40][CH2:39][CH2:38][CH2:37][CH2:36]1)([CH3:4])([CH3:3])[CH3:2].C1(C)C=CC=CC=1.[NH:50]1[CH2:55][CH2:54][O:53][CH2:52][CH2:51]1.CC(C)([O-])C.[Na+], predict the reaction product. The product is: [C:1]([O:5][C:6](=[O:42])[CH2:7][CH2:8][C:9]1[CH:14]=[CH:13][C:12]([O:15][CH2:16][CH2:17][C:18]2[N:19]=[C:20]([C:24]3[CH:29]=[CH:28][C:27]([N:50]4[CH2:55][CH2:54][O:53][CH2:52][CH2:51]4)=[CH:26][CH:25]=3)[O:21][C:22]=2[CH3:23])=[CH:11][C:10]=1[CH2:31][O:32][C:33](=[O:41])[NH:34][CH:35]1[CH2:40][CH2:39][CH2:38][CH2:37][CH2:36]1)([CH3:4])([CH3:3])[CH3:2].